This data is from Forward reaction prediction with 1.9M reactions from USPTO patents (1976-2016). The task is: Predict the product of the given reaction. Given the reactants [F:1][C:2]([F:25])([F:24])[C:3]1[CH:4]=[C:5]([CH:17]=[C:18]([C:20]([F:23])([F:22])[F:21])[CH:19]=1)[C:6]([N:8]1[CH2:13][CH2:12][CH2:11][CH:10]([C:14](O)=[O:15])[CH2:9]1)=[O:7].Cl[C:27]1[CH:28]=[C:29]([CH:32]=[CH:33][C:34]=1[NH2:35])[O:30][CH3:31].O.ON1C2C=CC=CC=2N=N1.[ClH:47].CN(C)CCCN=C=NCC.C(N(CC)C(C)C)(C)C, predict the reaction product. The product is: [F:24][C:2]([F:1])([F:25])[C:3]1[CH:4]=[C:5]([CH:17]=[C:18]([C:20]([F:21])([F:23])[F:22])[CH:19]=1)[C:6]([N:8]1[CH2:13][CH2:12][CH2:11][CH:10]([C:14]([NH:35][C:34]2[CH:33]=[CH:32][C:29]([O:30][CH3:31])=[C:28]([Cl:47])[CH:27]=2)=[O:15])[CH2:9]1)=[O:7].